From a dataset of Forward reaction prediction with 1.9M reactions from USPTO patents (1976-2016). Predict the product of the given reaction. (1) Given the reactants [F:1][C:2]1[CH:3]=[C:4]([C:12]2[CH:17]=[C:16]([C:18]([F:21])([F:20])[F:19])[N:15]3[N:22]=[CH:23][C:24]([C:25](O)=[O:26])=[C:14]3[N:13]=2)[CH:5]=[CH:6][C:7]=1[C:8]([F:11])([F:10])[F:9].[NH2:28][C:29]1[CH:38]=[CH:37][C:32]([C:33]([NH:35]O)=[NH:34])=[CH:31][N:30]=1, predict the reaction product. The product is: [F:1][C:2]1[CH:3]=[C:4]([C:12]2[CH:17]=[C:16]([C:18]([F:20])([F:21])[F:19])[N:15]3[N:22]=[CH:23][C:24]([C:25]4[O:26][N:35]=[C:33]([C:32]5[CH:37]=[CH:38][C:29]([NH2:28])=[N:30][CH:31]=5)[N:34]=4)=[C:14]3[N:13]=2)[CH:5]=[CH:6][C:7]=1[C:8]([F:9])([F:11])[F:10]. (2) Given the reactants F[C:2]1[CH:20]=[CH:19][C:18]([C:21]([F:24])([F:23])[F:22])=[CH:17][C:3]=1[C:4]([NH:6][C:7]1[CH:12]=[CH:11][CH:10]=[C:9]([S:13](=[O:16])(=[O:15])[NH2:14])[CH:8]=1)=[O:5].[F:25][C:26]1[CH:31]=[CH:30][C:29]([OH:32])=[C:28]([CH3:33])[CH:27]=1.C(=O)([O-])[O-].[Cs+].[Cs+].Cl, predict the reaction product. The product is: [F:25][C:26]1[CH:31]=[CH:30][C:29]([O:32][C:2]2[CH:20]=[CH:19][C:18]([C:21]([F:24])([F:23])[F:22])=[CH:17][C:3]=2[C:4]([NH:6][C:7]2[CH:12]=[CH:11][CH:10]=[C:9]([S:13](=[O:16])(=[O:15])[NH2:14])[CH:8]=2)=[O:5])=[C:28]([CH3:33])[CH:27]=1. (3) Given the reactants [C:1]([C:5]1[CH:10]=[CH:9][C:8]([OH:11])=[CH:7][CH:6]=1)([CH3:4])([CH3:3])[CH3:2].C1(C)C=CC(S(O)(=O)=O)=CC=1.[C:23]1([C:29]([C:31]2[CH:36]=[CH:35][CH:34]=[CH:33][CH:32]=2)=[CH2:30])[CH:28]=[CH:27][CH:26]=[CH:25][CH:24]=1, predict the reaction product. The product is: [C:23]1([C:29]([C:9]2[CH:10]=[C:5]([C:1]([CH3:4])([CH3:2])[CH3:3])[CH:6]=[CH:7][C:8]=2[OH:11])([C:31]2[CH:32]=[CH:33][CH:34]=[CH:35][CH:36]=2)[CH3:30])[CH:28]=[CH:27][CH:26]=[CH:25][CH:24]=1. (4) Given the reactants [CH2:1]([O:3][C:4](=[O:15])[CH:5]([C:7]1[CH:12]=[CH:11][C:10]([OH:13])=[C:9]([NH2:14])[CH:8]=1)[CH3:6])[CH3:2].C1C=CC(O[C:23](Cl)=[S:24])=CC=1.C1CCN2C(=NCCC2)CC1.O, predict the reaction product. The product is: [CH2:1]([O:3][C:4](=[O:15])[CH:5]([C:7]1[CH:12]=[CH:11][C:10]2[O:13][C:23](=[S:24])[NH:14][C:9]=2[CH:8]=1)[CH3:6])[CH3:2]. (5) Given the reactants [CH3:1][C@@H:2]1[CH2:7][N:6]([C:8]2[CH:9]=[N:10][C:11]([N+:14]([O-])=O)=[CH:12][CH:13]=2)[CH2:5][CH2:4][N:3]1[C:17]([O:19][C:20]([CH3:23])([CH3:22])[CH3:21])=[O:18].[H][H], predict the reaction product. The product is: [NH2:14][C:11]1[N:10]=[CH:9][C:8]([N:6]2[CH2:5][CH2:4][N:3]([C:17]([O:19][C:20]([CH3:23])([CH3:22])[CH3:21])=[O:18])[C@H:2]([CH3:1])[CH2:7]2)=[CH:13][CH:12]=1. (6) Given the reactants [F:1][C:2]1[CH:7]=[C:6](B2OC(C)(C)C(C)(C)O2)[CH:5]=[CH:4][C:3]=1[C:17]1[N:18]=[CH:19][C:20]([NH2:23])=[N:21][CH:22]=1.Br[C:25]1[CH:30]=[CH:29][CH:28]=[CH:27][C:26]=1[S:31]([NH:34][C@@H:35]([CH3:44])[C@@H:36]([OH:43])[C:37]1[CH:42]=[CH:41][CH:40]=[CH:39][CH:38]=1)(=[O:33])=[O:32], predict the reaction product. The product is: [NH2:23][C:20]1[N:21]=[CH:22][C:17]([C:3]2[CH:4]=[CH:5][C:6]([C:25]3[C:26]([S:31]([NH:34][C@@H:35]([CH3:44])[C@H:36]([OH:43])[C:37]4[CH:38]=[CH:39][CH:40]=[CH:41][CH:42]=4)(=[O:32])=[O:33])=[CH:27][CH:28]=[CH:29][CH:30]=3)=[CH:7][C:2]=2[F:1])=[N:18][CH:19]=1.